The task is: Predict the reactants needed to synthesize the given product.. This data is from Full USPTO retrosynthesis dataset with 1.9M reactions from patents (1976-2016). The reactants are: [Cl:1][C:2]1[C:10]2[CH2:11][CH2:12][N:13](C)[CH2:14][CH2:15][N:8]3[C:9]=2[C:5]([C:6]2[CH2:19][CH2:18][CH2:17][C:7]=23)=[CH:4][CH:3]=1.ClC(OC(Cl)C)=O. Given the product [Cl:1][C:2]1[C:10]2[CH2:11][CH2:12][NH:13][CH2:14][CH2:15][N:8]3[C:9]=2[C:5]([C:6]2[CH2:19][CH2:18][CH2:17][C:7]=23)=[CH:4][CH:3]=1, predict the reactants needed to synthesize it.